From a dataset of Reaction yield outcomes from USPTO patents with 853,638 reactions. Predict the reaction yield, written as a fraction of the theoretical maximum amount of product (1.0 means a 100% yield; for example, 0.34 means a 34% yield). The reactants are C([O-])([O-])=O.[K+].[K+].Br.Br[CH2:9][C:10]1[CH:15]=[CH:14][CH:13]=[CH:12][N:11]=1.[CH3:16][C:17]1[N:21]2[C:22]3[CH:28]=[C:27]([CH3:29])[NH:26][C:23]=3[CH:24]=[CH:25][C:20]2=[N:19][N:18]=1.CN(C=O)C. The catalyst is CC#N. The product is [CH3:16][C:17]1[N:21]2[C:22]3[CH:28]=[C:27]([CH3:29])[N:26]([CH2:9][C:10]4[CH:15]=[CH:14][CH:13]=[CH:12][N:11]=4)[C:23]=3[CH:24]=[CH:25][C:20]2=[N:19][N:18]=1. The yield is 0.300.